Dataset: Forward reaction prediction with 1.9M reactions from USPTO patents (1976-2016). Task: Predict the product of the given reaction. (1) Given the reactants CS(O[CH2:6][C:7]1[CH:8]=[N:9][C:10]2[C:15]([CH:16]=1)=[N:14][CH:13]=[C:12]([O:17][CH2:18][C:19]1[CH:24]=[CH:23][C:22]([F:25])=[C:21]([F:26])[CH:20]=1)[CH:11]=2)(=O)=O.FC1C=C(C=CC=1F)COC1C=C2C(C=C(CO)C=N2)=[N:35][CH:34]=1.CS(Cl)(=O)=O, predict the reaction product. The product is: [F:26][C:21]1[CH:20]=[C:19]([CH2:18][O:17][C:12]2[CH:11]=[C:10]3[C:15]([CH:16]=[C:7]([CH2:6][C:34]#[N:35])[CH:8]=[N:9]3)=[N:14][CH:13]=2)[CH:24]=[CH:23][C:22]=1[F:25]. (2) Given the reactants [Br:1][C:2]1[CH:7]=[CH:6][C:5]([C:8]([C:16]2[CH:21]=[CH:20][C:19]([F:22])=[CH:18][CH:17]=2)([CH2:10][CH2:11][CH2:12][N:13]([CH3:15])[CH3:14])[OH:9])=[C:4]([CH2:23]O)[CH:3]=1.P(=O)(O)(O)O, predict the reaction product. The product is: [CH3:15][N:13]([CH2:12][CH2:11][CH2:10][C:8]1([C:16]2[CH:21]=[CH:20][C:19]([F:22])=[CH:18][CH:17]=2)[O:9][CH2:23][C:4]2[CH:3]=[C:2]([Br:1])[CH:7]=[CH:6][C:5]1=2)[CH3:14]. (3) Given the reactants [Cl:1][C:2]1[C:11]([C:12]2[CH:17]=[CH:16][CH:15]=[CH:14][CH:13]=2)=[CH:10][C:9]2[C:8]([C:18]#N)=[N:7][CH:6]=[CH:5][C:4]=2[N:3]=1.CC(C[AlH]CC(C)C)C.[OH:29]S(O)(=O)=O.[BH4-].[Na+], predict the reaction product. The product is: [Cl:1][C:2]1[C:11]([C:12]2[CH:17]=[CH:16][CH:15]=[CH:14][CH:13]=2)=[CH:10][C:9]2[C:4](=[CH:5][CH:6]=[N:7][C:8]=2[CH2:18][OH:29])[N:3]=1. (4) Given the reactants [O:1]=[C:2]([CH3:34])[CH2:3][O:4][C:5]1[CH:6]=[C:7]([CH:31]=[CH:32][CH:33]=1)[C:8]([NH:10][C:11]12[CH2:20][CH:15]3[CH2:16][CH:17]([CH2:19][C:13]([NH:21][C:22]([C:24]4[CH:29]=[N:28][CH:27]=[C:26]([CH3:30])[N:25]=4)=[O:23])([CH2:14]3)[CH2:12]1)[CH2:18]2)=[O:9].C[Mg+].[Br-].[CH2:38]1C[O:41]CC1, predict the reaction product. The product is: [CH3:30][C:26]1[N:25]=[C:24]([C:22]([OH:23])=[O:41])[CH:29]=[N:28][CH:27]=1.[OH:1][C:2]([CH3:38])([CH3:34])[CH2:3][O:4][C:5]1[CH:6]=[C:7]([CH:31]=[CH:32][CH:33]=1)[C:8]([NH:10][C:11]12[CH2:18][CH:17]3[CH2:16][CH:15]([CH2:14][C:13]([NH:21][C:22]([C:24]4[CH:29]=[N:28][CH:27]=[C:26]([CH3:30])[N:25]=4)=[O:23])([CH2:19]3)[CH2:12]1)[CH2:20]2)=[O:9]. (5) Given the reactants [C:1]([O:5][C:6]([N:8]1[CH2:24][CH2:23][C:11]2[N:12]=[C:13]([C:16]3[CH:21]=[CH:20][C:19]([OH:22])=[CH:18][CH:17]=3)[N:14]=[CH:15][C:10]=2[CH2:9]1)=[O:7])([CH3:4])([CH3:3])[CH3:2].[F:25][C:26]([F:39])([F:38])[S:27](O[S:27]([C:26]([F:39])([F:38])[F:25])(=[O:29])=[O:28])(=[O:29])=[O:28].O, predict the reaction product. The product is: [C:1]([O:5][C:6]([N:8]1[CH2:24][CH2:23][C:11]2[N:12]=[C:13]([C:16]3[CH:17]=[CH:18][C:19]([O:22][S:27]([C:26]([F:39])([F:38])[F:25])(=[O:29])=[O:28])=[CH:20][CH:21]=3)[N:14]=[CH:15][C:10]=2[CH2:9]1)=[O:7])([CH3:4])([CH3:2])[CH3:3]. (6) Given the reactants [C:1]([S+:5](/[N:7]=[CH:8]/[C:9]1[CH:14]=[CH:13][CH:12]=[C:11]([C:15]#[N:16])[CH:10]=1)[O-:6])([CH3:4])([CH3:3])[CH3:2].[CH3:17][Mg+].[Br-], predict the reaction product. The product is: [C:1]([S+:5]([NH:7][C@@H:8]([C:9]1[CH:14]=[CH:13][CH:12]=[C:11]([C:15]#[N:16])[CH:10]=1)[CH3:17])[O-:6])([CH3:4])([CH3:2])[CH3:3]. (7) Given the reactants [Cl-].[NH4+].[Cl:3][C:4]1[C:5]([O:21][C:22]2[CH:23]=[N:24][CH:25]=[CH:26][CH:27]=2)=[C:6]([C:8]([N+:18]([O-])=O)=[CH:9][C:10]=1[O:11][C:12]1[CH:13]=[N:14][CH:15]=[CH:16][CH:17]=1)[NH2:7], predict the reaction product. The product is: [Cl:3][C:4]1[C:5]([O:21][C:22]2[CH:23]=[N:24][CH:25]=[CH:26][CH:27]=2)=[C:6]([NH2:7])[C:8]([NH2:18])=[CH:9][C:10]=1[O:11][C:12]1[CH:13]=[N:14][CH:15]=[CH:16][CH:17]=1. (8) Given the reactants [CH2:1]([C:3]1[CH:4]=[N:5][C:6]([N:9]2[CH2:14][CH2:13][CH:12]([C@H:15]3[CH2:17][C@H:16]3[CH2:18][CH2:19][O:20][C:21]3[CH:26]=[CH:25][C:24]([CH2:27][C:28]([O:30]C)=[O:29])=[C:23]([F:32])[CH:22]=3)[CH2:11][CH2:10]2)=[N:7][CH:8]=1)[CH3:2].CO.[OH-].[Li+].Cl, predict the reaction product. The product is: [CH2:1]([C:3]1[CH:4]=[N:5][C:6]([N:9]2[CH2:14][CH2:13][CH:12]([C@H:15]3[CH2:17][C@H:16]3[CH2:18][CH2:19][O:20][C:21]3[CH:26]=[CH:25][C:24]([CH2:27][C:28]([OH:30])=[O:29])=[C:23]([F:32])[CH:22]=3)[CH2:11][CH2:10]2)=[N:7][CH:8]=1)[CH3:2]. (9) Given the reactants [CH3:1][O:2][C:3](=[O:17])[C:4](=O)[CH2:5][C:6]([C:8]1[CH:13]=[C:12]([CH3:14])[CH:11]=[CH:10][C:9]=1[F:15])=[O:7].Cl.[NH2:19]O, predict the reaction product. The product is: [CH3:1][O:2][C:3]([C:4]1[CH:5]=[C:6]([C:8]2[CH:13]=[C:12]([CH3:14])[CH:11]=[CH:10][C:9]=2[F:15])[O:7][N:19]=1)=[O:17].